From a dataset of Full USPTO retrosynthesis dataset with 1.9M reactions from patents (1976-2016). Predict the reactants needed to synthesize the given product. (1) Given the product [CH3:21][CH:20]([CH2:22][C:4]([CH3:6])([N+:1]([O-:3])=[O:2])[CH3:5])[C:19]([O:24][CH3:25])=[O:23], predict the reactants needed to synthesize it. The reactants are: [N+:1]([CH:4]([CH3:6])[CH3:5])([O-:3])=[O:2].[OH-].C([N+](C)(C)C)C1C=CC=CC=1.[C:19]([O:24][CH3:25])(=[O:23])[C:20]([CH3:22])=[CH2:21].Cl. (2) Given the product [CH2:20]([O:1][C:2]1[CH:3]=[C:4]([C:11]([N:13]2[CH2:16][CH:15]([O:17][CH3:18])[CH2:14]2)=[O:12])[CH:5]=[CH:6][C:7]=1[N+:8]([O-:10])=[O:9])[CH3:21], predict the reactants needed to synthesize it. The reactants are: [OH:1][C:2]1[CH:3]=[C:4]([C:11]([N:13]2[CH2:16][CH:15]([O:17][CH3:18])[CH2:14]2)=[O:12])[CH:5]=[CH:6][C:7]=1[N+:8]([O-:10])=[O:9].I[CH2:20][CH3:21].C(=O)([O-])[O-].[K+].[K+]. (3) Given the product [OH:21][CH:2]([CH2:3][OH:26])[CH2:1][N:4]1[C:13]2[CH:12]=[CH:11][CH:10]=[C:9]3[C:14]([CH3:17])([CH3:18])[CH2:15][CH2:16][N:7]([C:8]=23)[C:6](=[O:19])[C:5]1=[O:20], predict the reactants needed to synthesize it. The reactants are: [CH2:1]([N:4]1[C:13]2[CH:12]=[CH:11][CH:10]=[C:9]3[C:14]([CH3:18])([CH3:17])[CH2:15][CH2:16][N:7]([C:8]=23)[C:6](=[O:19])[C:5]1=[O:20])[CH:2]=[CH2:3].[OH2:21].CC([OH:26])(C)C.C[N+]1([O-])CCOCC1. (4) Given the product [CH3:1][C:2]1[CH:7]=[C:6]([CH3:10])[CH:5]=[CH:4][C:3]=1[O:9][CH2:17][C:18]([O:20][CH2:21][CH3:22])=[O:19], predict the reactants needed to synthesize it. The reactants are: [CH3:1][C:2]1[CH:7]=[CH:6][C:5](C)=[CH:4][C:3]=1[OH:9].[C:10](=O)([O-])[O-].[K+].[K+].Br[CH2:17][C:18]([O:20][CH2:21][CH3:22])=[O:19]. (5) Given the product [Cl:23][C:21]1[CH:20]=[CH:19][C:18]([O:24][CH2:25][C:26]2[CH:27]=[CH:28][C:29]([Cl:32])=[CH:30][CH:31]=2)=[C:17]([C:12]2[N:11]([C:7]3[CH:6]=[C:5]([CH:10]=[CH:9][CH:8]=3)[C:4]([OH:33])=[O:3])[C:15]([CH3:16])=[CH:14][CH:13]=2)[CH:22]=1, predict the reactants needed to synthesize it. The reactants are: C([O:3][C:4](=[O:33])[C:5]1[CH:10]=[CH:9][CH:8]=[C:7]([N:11]2[C:15]([CH3:16])=[CH:14][CH:13]=[C:12]2[C:17]2[CH:22]=[C:21]([Cl:23])[CH:20]=[CH:19][C:18]=2[O:24][CH2:25][C:26]2[CH:31]=[CH:30][C:29]([Cl:32])=[CH:28][CH:27]=2)[CH:6]=1)C.[OH-].[Na+].CCO.